From a dataset of Ames mutagenicity test results for genotoxicity prediction. Regression/Classification. Given a drug SMILES string, predict its toxicity properties. Task type varies by dataset: regression for continuous values (e.g., LD50, hERG inhibition percentage) or binary classification for toxic/non-toxic outcomes (e.g., AMES mutagenicity, cardiotoxicity, hepatotoxicity). Dataset: ames. The molecule is Clc1cccc2cccnc12. The result is 1 (mutagenic).